From a dataset of Full USPTO retrosynthesis dataset with 1.9M reactions from patents (1976-2016). Predict the reactants needed to synthesize the given product. (1) Given the product [Cl:13][C:2]1[N:7]2[N:8]=[CH:9][CH:10]=[C:6]2[N:5]=[CH:4][CH:3]=1, predict the reactants needed to synthesize it. The reactants are: O[C:2]1[N:7]2[N:8]=[CH:9][CH:10]=[C:6]2[N:5]=[CH:4][CH:3]=1.P(Cl)(Cl)([Cl:13])=O.CN(C)C1C=CC=CC=1. (2) Given the product [ClH:11].[C:12]1([N:18]([C:19]2[CH:24]=[CH:23][CH:22]=[C:21]([C:25]3[C:34]4[C:29](=[CH:30][C:31]([O:40][CH3:41])=[C:32]5[O:37][C:36]([CH3:38])([CH3:39])[CH2:35][C:33]5=4)[CH2:28][C:27]([CH3:43])([CH3:42])[N:26]=3)[CH:20]=2)[C:8](=[O:10])[CH3:9])[CH:17]=[CH:16][CH:15]=[CH:14][CH:13]=1, predict the reactants needed to synthesize it. The reactants are: C(N(CC)CC)C.[C:8]([Cl:11])(=[O:10])[CH3:9].[C:12]1([NH:18][C:19]2[CH:24]=[CH:23][CH:22]=[C:21]([C:25]3[C:34]4[C:29](=[CH:30][C:31]([O:40][CH3:41])=[C:32]5[O:37][C:36]([CH3:39])([CH3:38])[CH2:35][C:33]5=4)[CH2:28][C:27]([CH3:43])([CH3:42])[N:26]=3)[CH:20]=2)[CH:17]=[CH:16][CH:15]=[CH:14][CH:13]=1. (3) Given the product [F:25][C:26]([F:31])([F:30])[C:27]([OH:29])=[O:28].[CH2:1]([N:3]([CH3:24])[C:4]([CH:6]1[CH2:9][C:8]([C:11]2[CH:16]=[CH:15][C:14]([CH2:17][N:18]3[CH2:22][CH2:21][CH2:20][CH2:19]3)=[C:13]([F:23])[CH:12]=2)=[CH:7]1)=[O:5])[CH3:2], predict the reactants needed to synthesize it. The reactants are: [CH2:1]([N:3]([CH3:24])[C:4]([CH:6]1[CH2:9][C:8]([C:11]2[CH:16]=[CH:15][C:14]([CH2:17][N:18]3[CH2:22][CH2:21][CH2:20][CH2:19]3)=[C:13]([F:23])[CH:12]=2)(O)[CH2:7]1)=[O:5])[CH3:2].[F:25][C:26]([F:31])([F:30])[C:27]([OH:29])=[O:28]. (4) Given the product [CH2:19]([N:13]([CH2:12][C:7]1[CH:6]=[C:5]([CH:10]=[CH:9][C:8]=1[Br:11])[C:4]([OH:26])=[O:3])[C:14]([CH:16]1[CH2:17][CH2:18]1)=[O:15])[C:20]1[CH:25]=[CH:24][CH:23]=[CH:22][CH:21]=1, predict the reactants needed to synthesize it. The reactants are: C([O:3][C:4](=[O:26])[C:5]1[CH:10]=[CH:9][C:8]([Br:11])=[C:7]([CH2:12][N:13]([CH2:19][C:20]2[CH:25]=[CH:24][CH:23]=[CH:22][CH:21]=2)[C:14]([CH:16]2[CH2:18][CH2:17]2)=[O:15])[CH:6]=1)C.[Li+].[OH-].O.Cl. (5) Given the product [F:13][C:12]1[C:7]([CH:5]=[O:6])=[N:8][CH:9]=[C:10]([Br:14])[CH:11]=1, predict the reactants needed to synthesize it. The reactants are: COCN[C:5]([C:7]1[C:12]([F:13])=[CH:11][C:10]([Br:14])=[CH:9][N:8]=1)=[O:6].CC(C[AlH]CC(C)C)C.